Dataset: Reaction yield outcomes from USPTO patents with 853,638 reactions. Task: Predict the reaction yield, written as a fraction of the theoretical maximum amount of product (1.0 means a 100% yield; for example, 0.34 means a 34% yield). (1) The reactants are [N+:1]([C:4]1[CH:5]=[C:6]([C:11]#[C:12][C:13]2[CH:18]=[CH:17][CH:16]=[CH:15][CH:14]=2)[C:7]([NH2:10])=[N:8][CH:9]=1)([O-:3])=[O:2].CC([O-])(C)C.[K+]. The catalyst is CN1C(=O)CCC1. The product is [N+:1]([C:4]1[CH:5]=[C:6]2[CH:11]=[C:12]([C:13]3[CH:18]=[CH:17][CH:16]=[CH:15][CH:14]=3)[NH:10][C:7]2=[N:8][CH:9]=1)([O-:3])=[O:2]. The yield is 0.450. (2) The reactants are C([CH:9]([O:16][C:17]([NH:19][CH2:20][C:21]1([CH2:27][C:28]([O:30][CH2:31][CH2:32][C:33]#[N:34])=[O:29])[CH2:26][CH2:25][CH2:24][CH2:23][CH2:22]1)=[O:18])[C:10]1[CH:15]=[CH:14][CH:13]=[CH:12][CH:11]=1)(=O)C1C=CC=CC=1.[CH:35]1[CH:40]=[C:39](Cl)[CH:38]=[C:37]([C:42]([O:44]O)=[O:43])[CH:36]=1.C([O-])([O-])=O.[Na+].[Na+]. The catalyst is C(Cl)Cl. The product is [C:42]([O:44][CH:9]([O:16][C:17]([NH:19][CH2:20][C:21]1([CH2:27][C:28]([O:30][CH2:31][CH2:32][C:33]#[N:34])=[O:29])[CH2:22][CH2:23][CH2:24][CH2:25][CH2:26]1)=[O:18])[C:10]1[CH:15]=[CH:14][CH:13]=[CH:12][CH:11]=1)(=[O:43])[C:37]1[CH:38]=[CH:39][CH:40]=[CH:35][CH:36]=1. The yield is 0.750. (3) The reactants are [S:1]1[C:5]2=[N:6][CH:7]=[CH:8][CH:9]=[C:4]2[CH:3]=[CH:2]1.C([Li])CCC.[CH2:15]([Sn:19]([CH2:25][CH2:26][CH2:27][CH3:28])([CH2:21][CH2:22][CH2:23][CH3:24])Cl)[CH2:16][CH2:17][CH3:18].C(=O)(O)[O-].[Na+]. The catalyst is C1COCC1. The product is [CH2:25]([Sn:19]([CH2:15][CH2:16][CH2:17][CH3:18])([CH2:21][CH2:22][CH2:23][CH3:24])[C:2]1[S:1][C:5]2=[N:6][CH:7]=[CH:8][CH:9]=[C:4]2[CH:3]=1)[CH2:26][CH2:27][CH3:28]. The yield is 0.720.